This data is from Full USPTO retrosynthesis dataset with 1.9M reactions from patents (1976-2016). The task is: Predict the reactants needed to synthesize the given product. (1) Given the product [Cl:1][C:2]1[C:3]([OH:25])=[C:4]([CH:12]=[CH:13][CH2:14][CH2:15][CH2:16][CH2:17][CH2:18][CH2:19][CH2:20][CH2:21][CH2:22][CH3:23])[C:5]([OH:11])=[C:6]([C:9]=1[CH3:10])[CH:7]=[O:8], predict the reactants needed to synthesize it. The reactants are: [Cl:1][C:2]1[C:3]([OH:25])=[C:4]([CH:12](O)[CH2:13][CH2:14][CH2:15][CH2:16][CH2:17][CH2:18][CH2:19][CH2:20][CH2:21][CH2:22][CH3:23])[C:5]([OH:11])=[C:6]([C:9]=1[CH3:10])[CH:7]=[O:8].P(=O)(O)(O)O. (2) Given the product [C:21]([O:20][C:18]([N:15]1[CH2:16][CH2:17][C:12]2([NH:25][CH:45]([CH2:44][C:41]3[CH:40]=[CH:39][C:38]([C:34]([CH3:35])([CH3:37])[CH3:36])=[CH:43][CH:42]=3)[N:9]([CH2:8][CH2:7][C:6]3[CH:26]=[CH:27][C:3]([O:2][CH3:1])=[CH:4][CH:5]=3)[C:10]2=[O:11])[CH2:13][CH2:14]1)=[O:19])([CH3:23])([CH3:24])[CH3:22], predict the reactants needed to synthesize it. The reactants are: [CH3:1][O:2][C:3]1[CH:27]=[CH:26][C:6]([CH2:7][CH2:8][NH:9][C:10]([C:12]2([NH2:25])[CH2:17][CH2:16][N:15]([C:18]([O:20][C:21]([CH3:24])([CH3:23])[CH3:22])=[O:19])[CH2:14][CH2:13]2)=[O:11])=[CH:5][CH:4]=1.C([O-])([O-])=O.[K+].[K+].[C:34]([C:38]1[CH:43]=[CH:42][C:41]([CH2:44][CH:45]=O)=[CH:40][CH:39]=1)([CH3:37])([CH3:36])[CH3:35]. (3) The reactants are: [OH:1][C:2]1[CH:3]=[C:4]([CH:8]=[CH:9][C:10]=1[CH3:11])[C:5]([OH:7])=[O:6].S(=O)(=O)(O)O.C(=O)(O)[O-].[Na+].[CH2:22](O)[CH3:23]. Given the product [CH2:22]([O:6][C:5](=[O:7])[C:4]1[CH:8]=[CH:9][C:10]([CH3:11])=[C:2]([OH:1])[CH:3]=1)[CH3:23], predict the reactants needed to synthesize it. (4) Given the product [CH3:14][N:8]1[C@H:7]([CH2:6][O:5][C:16]2[CH:25]=[C:24]3[C:19]([C:20]([O:26][C:27]4[CH:32]=[CH:31][C:30]([NH:33][C:34]([C:36]5[C:37](=[O:49])[N:38]([C:43]6[CH:48]=[CH:47][CH:46]=[CH:45][CH:44]=6)[N:39]([CH3:42])[C:40]=5[CH3:41])=[O:35])=[CH:29][C:28]=4[F:50])=[CH:21][CH:22]=[N:23]3)=[CH:18][CH:17]=2)[CH2:13][CH2:12][C:9]21[CH2:11][CH2:10]2, predict the reactants needed to synthesize it. The reactants are: CS([O:5][CH2:6][C@@H:7]1[CH2:13][CH2:12][C:9]2([CH2:11][CH2:10]2)[N:8]1[CH3:14])(=O)=O.O[C:16]1[CH:25]=[C:24]2[C:19]([C:20]([O:26][C:27]3[CH:32]=[CH:31][C:30]([NH:33][C:34]([C:36]4[C:37](=[O:49])[N:38]([C:43]5[CH:48]=[CH:47][CH:46]=[CH:45][CH:44]=5)[N:39]([CH3:42])[C:40]=4[CH3:41])=[O:35])=[CH:29][C:28]=3[F:50])=[CH:21][CH:22]=[N:23]2)=[CH:18][CH:17]=1.C(=O)([O-])[O-].[Cs+].[Cs+].